From a dataset of NCI-60 drug combinations with 297,098 pairs across 59 cell lines. Regression. Given two drug SMILES strings and cell line genomic features, predict the synergy score measuring deviation from expected non-interaction effect. (1) Drug 1: CC12CCC(CC1=CCC3C2CCC4(C3CC=C4C5=CN=CC=C5)C)O. Drug 2: B(C(CC(C)C)NC(=O)C(CC1=CC=CC=C1)NC(=O)C2=NC=CN=C2)(O)O. Cell line: NCI-H322M. Synergy scores: CSS=-4.72, Synergy_ZIP=1.25, Synergy_Bliss=-1.19, Synergy_Loewe=-3.58, Synergy_HSA=-4.07. (2) Drug 1: C1=CC(=CC=C1CC(C(=O)O)N)N(CCCl)CCCl.Cl. Drug 2: C1=CN(C(=O)N=C1N)C2C(C(C(O2)CO)O)O.Cl. Cell line: LOX IMVI. Synergy scores: CSS=30.2, Synergy_ZIP=-0.129, Synergy_Bliss=3.70, Synergy_Loewe=-3.09, Synergy_HSA=6.58. (3) Cell line: MCF7. Drug 1: C1=NC(=NC(=O)N1C2C(C(C(O2)CO)O)O)N. Drug 2: C1CN(P(=O)(OC1)NCCCl)CCCl. Synergy scores: CSS=1.09, Synergy_ZIP=0.592, Synergy_Bliss=1.69, Synergy_Loewe=-7.58, Synergy_HSA=-4.12. (4) Drug 1: CS(=O)(=O)C1=CC(=C(C=C1)C(=O)NC2=CC(=C(C=C2)Cl)C3=CC=CC=N3)Cl. Drug 2: CC(C)CN1C=NC2=C1C3=CC=CC=C3N=C2N. Cell line: SNB-75. Synergy scores: CSS=-2.18, Synergy_ZIP=1.27, Synergy_Bliss=-0.00812, Synergy_Loewe=-1.71, Synergy_HSA=-2.40. (5) Drug 1: COC1=NC(=NC2=C1N=CN2C3C(C(C(O3)CO)O)O)N. Drug 2: CC12CCC3C(C1CCC2OP(=O)(O)O)CCC4=C3C=CC(=C4)OC(=O)N(CCCl)CCCl.[Na+]. Cell line: NCI-H322M. Synergy scores: CSS=8.70, Synergy_ZIP=-3.48, Synergy_Bliss=-2.66, Synergy_Loewe=-0.831, Synergy_HSA=-1.05. (6) Drug 1: COC1=C(C=C2C(=C1)N=CN=C2NC3=CC(=C(C=C3)F)Cl)OCCCN4CCOCC4. Drug 2: C1=NC2=C(N=C(N=C2N1C3C(C(C(O3)CO)O)O)F)N. Cell line: HT29. Synergy scores: CSS=34.1, Synergy_ZIP=4.23, Synergy_Bliss=5.87, Synergy_Loewe=-4.96, Synergy_HSA=4.60. (7) Drug 1: COC1=CC(=CC(=C1O)OC)C2C3C(COC3=O)C(C4=CC5=C(C=C24)OCO5)OC6C(C(C7C(O6)COC(O7)C8=CC=CS8)O)O. Drug 2: CC1C(C(=O)NC(C(=O)N2CCCC2C(=O)N(CC(=O)N(C(C(=O)O1)C(C)C)C)C)C(C)C)NC(=O)C3=C4C(=C(C=C3)C)OC5=C(C(=O)C(=C(C5=N4)C(=O)NC6C(OC(=O)C(N(C(=O)CN(C(=O)C7CCCN7C(=O)C(NC6=O)C(C)C)C)C)C(C)C)C)N)C. Cell line: UACC62. Synergy scores: CSS=23.7, Synergy_ZIP=-10.1, Synergy_Bliss=-2.55, Synergy_Loewe=-2.40, Synergy_HSA=-2.10.